This data is from Forward reaction prediction with 1.9M reactions from USPTO patents (1976-2016). The task is: Predict the product of the given reaction. (1) The product is: [NH2:10][C:3]1[CH:4]=[C:5]([CH:8]=[CH:9][C:2]=1[OH:1])[C:6]#[N:7]. Given the reactants [OH:1][C:2]1[CH:9]=[CH:8][C:5]([C:6]#[N:7])=[CH:4][C:3]=1[N+:10]([O-])=O.S([O-])([O-])(=O)=S.[Na+].[Na+], predict the reaction product. (2) Given the reactants Cl.[NH2:2][C@@H:3]([CH2:8][CH2:9][CH2:10][NH:11][C:12]([O:14][C:15]([CH3:18])([CH3:17])[CH3:16])=[O:13])[C:4]([O:6][CH3:7])=[O:5].[C:19]1([CH:25]([C:35]2[CH:40]=[CH:39][CH:38]=[CH:37][CH:36]=2)[C:26]2[CH:34]=[CH:33][C:29]([C:30](O)=[O:31])=[CH:28][CH:27]=2)[CH:24]=[CH:23][CH:22]=[CH:21][CH:20]=1.C(N(C(C)C)CC)(C)C.CN(C(ON1N=NC2C=CC=CC1=2)=[N+](C)C)C.F[P-](F)(F)(F)(F)F, predict the reaction product. The product is: [C:15]([O:14][C:12]([NH:11][CH2:10][CH2:9][CH2:8][C@H:3]([NH:2][C:30]([C:29]1[CH:28]=[CH:27][C:26]([CH:25]([C:19]2[CH:24]=[CH:23][CH:22]=[CH:21][CH:20]=2)[C:35]2[CH:40]=[CH:39][CH:38]=[CH:37][CH:36]=2)=[CH:34][CH:33]=1)=[O:31])[C:4]([O:6][CH3:7])=[O:5])=[O:13])([CH3:18])([CH3:17])[CH3:16]. (3) Given the reactants Cl[C:2]1[CH:12]=[C:11]([N+:13]([O-:15])=[O:14])[CH:10]=[CH:9][C:3]=1[C:4]([O:6][CH2:7][CH3:8])=[O:5].C1(P(C2CCCCC2)C2C=CC=CC=2C2C=CC=CC=2)CCCCC1.P([O-])([O-])([O-])=O.[K+].[K+].[K+].[NH:49]1[CH2:54][CH2:53][O:52][CH2:51][CH2:50]1, predict the reaction product. The product is: [N:49]1([C:2]2[CH:12]=[C:11]([N+:13]([O-:15])=[O:14])[CH:10]=[CH:9][C:3]=2[C:4]([O:6][CH2:7][CH3:8])=[O:5])[CH2:54][CH2:53][O:52][CH2:51][CH2:50]1. (4) The product is: [F:37][C:21]1[CH:22]=[CH:23][C:24]([C:26]([NH:28][C:29]2[CH:34]=[C:33]([CH3:35])[CH:32]=[CH:31][C:30]=2[F:36])=[O:27])=[CH:25][C:20]=1[O:19][C:17]1[CH:16]=[CH:15][N:14]=[C:13]([C:11]2[NH:10][CH:9]=[C:8]([C:6]([NH:5][CH2:4][C:3]([OH:38])=[O:2])=[O:7])[CH:12]=2)[CH:18]=1. Given the reactants C[O:2][C:3](=[O:38])[CH2:4][NH:5][C:6]([C:8]1[CH:12]=[C:11]([C:13]2[CH:18]=[C:17]([O:19][C:20]3[CH:25]=[C:24]([C:26]([NH:28][C:29]4[CH:34]=[C:33]([CH3:35])[CH:32]=[CH:31][C:30]=4[F:36])=[O:27])[CH:23]=[CH:22][C:21]=3[F:37])[CH:16]=[CH:15][N:14]=2)[NH:10][CH:9]=1)=[O:7].C1COCC1.CO.[OH-].[Na+].Cl, predict the reaction product. (5) The product is: [CH:32]([Si:25]([CH:26]([CH3:28])[CH3:27])([CH:29]([CH3:31])[CH3:30])[N:18]1[C:19]2=[N:20][CH:21]=[CH:22][CH:23]=[C:24]2[C:16]([CH2:15][C:12]2[CH:11]=[CH:10][C:9]([NH2:8])=[CH:14][CH:13]=2)=[CH:17]1)([CH3:33])[CH3:34]. Given the reactants C([NH:8][C:9]1[CH:14]=[CH:13][C:12]([CH2:15][C:16]2[C:24]3[C:19](=[N:20][CH:21]=[CH:22][CH:23]=3)[N:18]([Si:25]([CH:32]([CH3:34])[CH3:33])([CH:29]([CH3:31])[CH3:30])[CH:26]([CH3:28])[CH3:27])[CH:17]=2)=[CH:11][CH:10]=1)C1C=CC=CC=1, predict the reaction product. (6) Given the reactants [NH2:1][C:2]1[C:3]2[C:10]([C:11]3[CH:16]=[CH:15][CH:14]=[C:13]([O:17][CH2:18][CH:19]4[CH2:24][CH2:23][CH2:22][CH2:21][O:20]4)[CH:12]=3)=[CH:9][N:8]([C@@H:25]3[CH2:28][C@H:27]([CH2:29][OH:30])[CH2:26]3)[C:4]=2[N:5]=[CH:6][N:7]=1.NC1C2C(I)=CN([C@H]3C[C@H](CO)C3)C=2N=CN=1, predict the reaction product. The product is: [NH2:1][C:2]1[C:3]2[C:10]([C:11]3[CH:16]=[CH:15][CH:14]=[C:13]([O:17][CH2:18][CH:19]4[CH2:24][CH2:23][CH2:22][CH2:21][O:20]4)[CH:12]=3)=[CH:9][N:8]([C@H:25]3[CH2:28][C@H:27]([CH2:29][OH:30])[CH2:26]3)[C:4]=2[N:5]=[CH:6][N:7]=1. (7) Given the reactants [F:1][C:2]1[CH:7]=[CH:6][C:5]([CH3:8])=[C:4]([N+:9]([O-:11])=[O:10])[CH:3]=1.[N+:12]([O-])([OH:14])=[O:13], predict the reaction product. The product is: [F:1][C:2]1[CH:7]=[C:6]([N+:12]([O-:14])=[O:13])[C:5]([CH3:8])=[C:4]([N+:9]([O-:11])=[O:10])[CH:3]=1.